Dataset: Catalyst prediction with 721,799 reactions and 888 catalyst types from USPTO. Task: Predict which catalyst facilitates the given reaction. (1) Reactant: [CH3:1][C:2]1[CH:3]=[C:4]([NH:16][C:17]2[C:26]3[C:21](=[CH:22][CH:23]=[C:24]([NH:27][C:28]4[O:29][CH:30]5[CH2:35][NH:34][CH2:33][CH:31]5[N:32]=4)[CH:25]=3)[N:20]=[CH:19][N:18]=2)[CH:5]=[CH:6][C:7]=1[O:8][C:9]1[CH:10]=[N:11][C:12]([CH3:15])=[CH:13][CH:14]=1.[C:36](OC(=O)C)(=[O:38])[CH3:37]. Product: [CH3:1][C:2]1[CH:3]=[C:4]([NH:16][C:17]2[C:26]3[C:21](=[CH:22][CH:23]=[C:24]([NH:27][C:28]4[O:29][CH:30]5[CH2:35][N:34]([C:36](=[O:38])[CH3:37])[CH2:33][CH:31]5[N:32]=4)[CH:25]=3)[N:20]=[CH:19][N:18]=2)[CH:5]=[CH:6][C:7]=1[O:8][C:9]1[CH:10]=[N:11][C:12]([CH3:15])=[CH:13][CH:14]=1. The catalyst class is: 298. (2) Reactant: [NH2:1][C@@H:2]([CH2:23][C:24]1[CH:29]=[CH:28][CH:27]=[CH:26][CH:25]=1)[C@H:3]([OH:22])[CH2:4][N:5]([O:17][CH:18]([CH2:20][CH3:21])[CH3:19])[S:6]([C:9]1[CH:14]=[CH:13][C:12]([O:15][CH3:16])=[CH:11][CH:10]=1)(=[O:8])=[O:7].[OH:30][C:31]1[C:32]([CH3:40])=[C:33]([CH:37]=[CH:38][CH:39]=1)C(O)=O.O.ON1C2C=CC=CC=2N=N1.Cl.CN(C)CCCN=C=NCC.C(N(C(C)C)CC)(C)C. Product: [CH:18]([O:17][N:5]([CH2:4][C@@H:3]([OH:22])[C@@H:2]([NH:1][C:33]1[CH:37]=[CH:38][CH:39]=[C:31]([OH:30])[C:32]=1[CH3:40])[CH2:23][C:24]1[CH:25]=[CH:26][CH:27]=[CH:28][CH:29]=1)[S:6]([C:9]1[CH:10]=[CH:11][C:12]([O:15][CH3:16])=[CH:13][CH:14]=1)(=[O:7])=[O:8])([CH2:20][CH3:21])[CH3:19]. The catalyst class is: 9. (3) Reactant: [CH3:1][C:2]1[N:7]=[C:6]([N+:8]([O-])=O)[C:5]([OH:11])=[CH:4][CH:3]=1.C(O)(=O)C. Product: [NH2:8][C:6]1[C:5]([OH:11])=[CH:4][CH:3]=[C:2]([CH3:1])[N:7]=1. The catalyst class is: 29. (4) Reactant: Br[C:2]1[CH:7]=[CH:6][C:5]([C:2]2[CH:7]=[CH:6][C:5]3[C:4](=CC=CC=3)[CH:3]=2)=[CH:4][CH:3]=1.O1CCCC1.[Li]CCCC.[B:28](OC(C)C)([O:33]C(C)C)[O:29]C(C)C. Product: [C:2]1([B:28]([OH:33])[OH:29])[CH:7]=[CH:6][CH:5]=[CH:4][CH:3]=1. The catalyst class is: 805. (5) Reactant: [CH3:1][N:2]1[C:14]2[CH2:13][CH2:12][CH:11]([CH:15]3[CH2:20][CH2:19][O:18][CH2:17][CH2:16]3)[CH2:10][C:9]=2[C:8]2[C:3]1=[CH:4][CH:5]=[C:6]([C:21](O)=[O:22])[CH:7]=2.CN(C(ON1N=NC2C=CC=NC1=2)=[N+](C)C)C.F[P-](F)(F)(F)(F)F.[Cl-].[CH:49]1([NH:52][C:53]([CH:55]2[CH2:59][CH2:58][NH2+:57][CH2:56]2)=[O:54])[CH2:51][CH2:50]1. Product: [CH:49]1([NH:52][C:53]([CH:55]2[CH2:59][CH2:58][N:57]([C:21]([C:6]3[CH:7]=[C:8]4[C:3](=[CH:4][CH:5]=3)[N:2]([CH3:1])[C:14]3[CH2:13][CH2:12][CH:11]([CH:15]5[CH2:16][CH2:17][O:18][CH2:19][CH2:20]5)[CH2:10][C:9]4=3)=[O:22])[CH2:56]2)=[O:54])[CH2:51][CH2:50]1. The catalyst class is: 3. (6) Reactant: [S:1]1[C:5]2[CH:6]=[C:7]([C:10](O)([CH2:13][CH3:14])[CH2:11][CH3:12])[CH:8]=[CH:9][C:4]=2[N:3]=[CH:2]1.[NH:16]1[C:24]2[C:19](=[CH:20][CH:21]=[CH:22][C:23]=2[NH:25][S:26]([CH3:29])(=[O:28])=[O:27])[CH:18]=[CH:17]1.C(O)(C(F)(F)F)=O. Product: [S:1]1[C:5]2[CH:6]=[C:7]([C:10]([C:18]3[C:19]4[C:24](=[C:23]([NH:25][S:26]([CH3:29])(=[O:27])=[O:28])[CH:22]=[CH:21][CH:20]=4)[NH:16][CH:17]=3)([CH2:13][CH3:14])[CH2:11][CH3:12])[CH:8]=[CH:9][C:4]=2[N:3]=[CH:2]1. The catalyst class is: 2. (7) Reactant: [OH:1][CH2:2][C@H:3]1[CH2:7][CH2:6][CH2:5][NH:4]1.C(=O)([O-])[O-].[K+].[K+].[Cl:14][C:15]1[C:20](Cl)=[CH:19][C:18]([NH2:22])=[C:17]([N+:23]([O-:25])=[O:24])[CH:16]=1.C(O)(C(F)(F)F)=O.O. Product: [NH2:22][C:18]1[C:17]([N+:23]([O-:25])=[O:24])=[CH:16][C:15]([Cl:14])=[C:20]([N:4]2[CH2:5][CH2:6][CH2:7][C@@H:3]2[CH2:2][OH:1])[CH:19]=1. The catalyst class is: 18. (8) The catalyst class is: 5. Product: [Br:1][C:2]1[CH:3]=[N:4][CH:5]=[CH:6][C:7]=1[CH2:8][OH:9]. Reactant: [Br:1][C:2]1[CH:3]=[N:4][CH:5]=[CH:6][C:7]=1[CH:8]=[O:9].[BH4-].[Na+]. (9) The catalyst class is: 7. Reactant: [C:1]([O:5][C:6]([N:8]1[C:16]2[C:11](=[CH:12][C:13]([C:17]([CH3:25])([CH3:24])[O:18][SiH2:19][C:20]([CH3:23])([CH3:22])[CH3:21])=[CH:14][CH:15]=2)[CH:10]=[CH:9]1)=[O:7])([CH3:4])([CH3:3])[CH3:2].C([N-]C(C)C)(C)C.C[O:34][B:35](OC)[O:36]C. Product: [C:20]([SiH2:19][O:18][C:17]([CH3:25])([CH3:24])[C:13]1[CH:12]=[C:11]2[C:16](=[CH:15][CH:14]=1)[NH:8][CH:9]=[CH:10]2)([CH3:23])([CH3:21])[CH3:22].[C:1]([O:5][C:6]([N:8]1[C:16]2[C:11](=[CH:12][CH:13]=[CH:14][CH:15]=2)[CH:10]=[C:9]1[B:35]([OH:36])[OH:34])=[O:7])([CH3:4])([CH3:3])[CH3:2].